Dataset: NCI-60 drug combinations with 297,098 pairs across 59 cell lines. Task: Regression. Given two drug SMILES strings and cell line genomic features, predict the synergy score measuring deviation from expected non-interaction effect. (1) Drug 1: C1=CC(=CC=C1CCCC(=O)O)N(CCCl)CCCl. Drug 2: CC1C(C(CC(O1)OC2CC(OC(C2O)C)OC3=CC4=CC5=C(C(=O)C(C(C5)C(C(=O)C(C(C)O)O)OC)OC6CC(C(C(O6)C)O)OC7CC(C(C(O7)C)O)OC8CC(C(C(O8)C)O)(C)O)C(=C4C(=C3C)O)O)O)O. Cell line: SK-OV-3. Synergy scores: CSS=36.9, Synergy_ZIP=4.91, Synergy_Bliss=3.86, Synergy_Loewe=4.02, Synergy_HSA=4.05. (2) Drug 1: C1CC(C1)(C(=O)O)C(=O)O.[NH2-].[NH2-].[Pt+2]. Drug 2: CN1C2=C(C=C(C=C2)N(CCCl)CCCl)N=C1CCCC(=O)O.Cl. Cell line: SK-OV-3. Synergy scores: CSS=1.65, Synergy_ZIP=-0.757, Synergy_Bliss=-1.54, Synergy_Loewe=-1.92, Synergy_HSA=-1.88. (3) Drug 1: CCN(CC)CCNC(=O)C1=C(NC(=C1C)C=C2C3=C(C=CC(=C3)F)NC2=O)C. Drug 2: CCCCC(=O)OCC(=O)C1(CC(C2=C(C1)C(=C3C(=C2O)C(=O)C4=C(C3=O)C=CC=C4OC)O)OC5CC(C(C(O5)C)O)NC(=O)C(F)(F)F)O. Cell line: NCI-H226. Synergy scores: CSS=19.4, Synergy_ZIP=-6.81, Synergy_Bliss=0.768, Synergy_Loewe=-4.58, Synergy_HSA=-4.53. (4) Drug 1: CCCS(=O)(=O)NC1=C(C(=C(C=C1)F)C(=O)C2=CNC3=C2C=C(C=N3)C4=CC=C(C=C4)Cl)F. Drug 2: C1=CN(C(=O)N=C1N)C2C(C(C(O2)CO)O)O.Cl. Cell line: SF-539. Synergy scores: CSS=32.8, Synergy_ZIP=-5.89, Synergy_Bliss=0.146, Synergy_Loewe=-25.7, Synergy_HSA=1.11.